Dataset: Forward reaction prediction with 1.9M reactions from USPTO patents (1976-2016). Task: Predict the product of the given reaction. (1) Given the reactants [Br:1][C:2]1[CH:3]=[C:4]([N+:9]([O-:11])=[O:10])[C:5](=O)[NH:6][CH:7]=1.CN(C=O)C.O=P(Cl)(Cl)[Cl:19], predict the reaction product. The product is: [Br:1][C:2]1[CH:3]=[C:4]([N+:9]([O-:11])=[O:10])[C:5]([Cl:19])=[N:6][CH:7]=1. (2) Given the reactants N[C@H](C(O)=[O:11])CC1C=CC=CC=1.C1C(N)=NC(=O)N([C@@H]2O[C@H](COP(OCCCCCCCCCCCCCCCC(O)=O)(O)=O)[C@@H](O)[C@@H]2O)C=1.CC1(C)S[C@@H]2[C@H](NC([C@H](N)C3C=CC=CC=3)=O)C(=O)N2[C@H]1C(O)=O.C1[C@H](N)[C@@H](O[C@H]2O[C@H](CN)[C@@H](O)[C@H](O)[C@H]2O)[C@H](O)[C@@H]([O:96][C@H:97]2[O:102][C@H:101]([CH2:103][OH:104])[C@@H:100]([OH:105])[C@H:99](N)[C@H:98]2[OH:107])[C@@H]1N, predict the reaction product. The product is: [O:104]=[CH:103][C@@H:101]([C@H:100]([C@@H:99]([C@@H:98]([CH2:97][OH:96])[OH:107])[OH:11])[OH:105])[OH:102]. (3) Given the reactants [Si]([O:8][C:9]1[CH:17]=[C:16]2[C:12]([C:13]([I:26])=[N:14][N:15]2[CH2:18][C:19]([O:21][C:22]([CH3:25])([CH3:24])[CH3:23])=[O:20])=[CH:11][CH:10]=1)(C(C)(C)C)(C)C.CCCC[N+](CCCC)(CCCC)CCCC.[F-], predict the reaction product. The product is: [OH:8][C:9]1[CH:17]=[C:16]2[C:12]([C:13]([I:26])=[N:14][N:15]2[CH2:18][C:19]([O:21][C:22]([CH3:24])([CH3:23])[CH3:25])=[O:20])=[CH:11][CH:10]=1.